From a dataset of Experimentally validated miRNA-target interactions with 360,000+ pairs, plus equal number of negative samples. Binary Classification. Given a miRNA mature sequence and a target amino acid sequence, predict their likelihood of interaction. The miRNA is mmu-miR-741-3p with sequence UGAGAGAUGCCAUUCUAUGUAGA. The protein sequence of the target gene is MIPIPRMPLVLLLLLLILGSAKAQVNPAICRYPLGMSGGHIPDEDITASSQWSESTAAKYGRLDSEEGDGAWCPEIPVQPDDLKEFLQIDLRTLHFITLVGTQGRHAGGHGIEFAPMYKINYSRDGSRWISWRNRHGKQVLDGNSNPYDVFLKDLEPPIVARFVRLIPVTDHSMNVCMRVELYGCVWLDGLVSYNAPAGQQFVLPGGSIIYLNDSVYDGAVGYSMTEGLGQLTDGVSGLDDFTQTHEYHVWPGYDYVGWRNESATNGFIEIMFEFDRIRNFTTMKVHCNNMFAKGVKIFK.... Result: 1 (interaction).